This data is from NCI-60 drug combinations with 297,098 pairs across 59 cell lines. The task is: Regression. Given two drug SMILES strings and cell line genomic features, predict the synergy score measuring deviation from expected non-interaction effect. (1) Drug 1: CCN(CC)CCNC(=O)C1=C(NC(=C1C)C=C2C3=C(C=CC(=C3)F)NC2=O)C. Drug 2: CC1C(C(CC(O1)OC2CC(OC(C2O)C)OC3=CC4=CC5=C(C(=O)C(C(C5)C(C(=O)C(C(C)O)O)OC)OC6CC(C(C(O6)C)O)OC7CC(C(C(O7)C)O)OC8CC(C(C(O8)C)O)(C)O)C(=C4C(=C3C)O)O)O)O. Cell line: HOP-62. Synergy scores: CSS=34.7, Synergy_ZIP=1.51, Synergy_Bliss=4.22, Synergy_Loewe=2.42, Synergy_HSA=2.52. (2) Drug 1: CC12CCC3C(C1CCC2O)C(CC4=C3C=CC(=C4)O)CCCCCCCCCS(=O)CCCC(C(F)(F)F)(F)F. Drug 2: C1=NNC2=C1C(=O)NC=N2. Cell line: NCI/ADR-RES. Synergy scores: CSS=-1.18, Synergy_ZIP=0.322, Synergy_Bliss=-0.415, Synergy_Loewe=-2.27, Synergy_HSA=-2.60. (3) Drug 1: CC1C(C(CC(O1)OC2CC(CC3=C2C(=C4C(=C3O)C(=O)C5=C(C4=O)C(=CC=C5)OC)O)(C(=O)C)O)N)O.Cl. Drug 2: CN(C)C1=NC(=NC(=N1)N(C)C)N(C)C. Cell line: NCI-H226. Synergy scores: CSS=1.54, Synergy_ZIP=-1.32, Synergy_Bliss=-0.770, Synergy_Loewe=-12.8, Synergy_HSA=-3.37. (4) Drug 1: CS(=O)(=O)C1=CC(=C(C=C1)C(=O)NC2=CC(=C(C=C2)Cl)C3=CC=CC=N3)Cl. Drug 2: CC1=C(C(CCC1)(C)C)C=CC(=CC=CC(=CC(=O)O)C)C. Cell line: SK-OV-3. Synergy scores: CSS=8.21, Synergy_ZIP=-4.03, Synergy_Bliss=-4.94, Synergy_Loewe=-1.19, Synergy_HSA=-4.30. (5) Drug 2: CC1C(C(CC(O1)OC2CC(CC3=C2C(=C4C(=C3O)C(=O)C5=C(C4=O)C(=CC=C5)OC)O)(C(=O)CO)O)N)O.Cl. Drug 1: C1CN1C2=NC(=NC(=N2)N3CC3)N4CC4. Synergy scores: CSS=56.7, Synergy_ZIP=-3.57, Synergy_Bliss=-1.67, Synergy_Loewe=0.646, Synergy_HSA=1.56. Cell line: HOP-62. (6) Drug 1: C1C(C(OC1N2C=C(C(=O)NC2=O)F)CO)O. Drug 2: CC1C(C(CC(O1)OC2CC(CC3=C2C(=C4C(=C3O)C(=O)C5=C(C4=O)C(=CC=C5)OC)O)(C(=O)CO)O)N)O.Cl. Cell line: MCF7. Synergy scores: CSS=32.5, Synergy_ZIP=-7.60, Synergy_Bliss=-6.41, Synergy_Loewe=-0.860, Synergy_HSA=0.879. (7) Drug 1: CC1=C2C(C(=O)C3(C(CC4C(C3C(C(C2(C)C)(CC1OC(=O)C(C(C5=CC=CC=C5)NC(=O)OC(C)(C)C)O)O)OC(=O)C6=CC=CC=C6)(CO4)OC(=O)C)OC)C)OC. Drug 2: CC1=C(C=C(C=C1)C(=O)NC2=CC(=CC(=C2)C(F)(F)F)N3C=C(N=C3)C)NC4=NC=CC(=N4)C5=CN=CC=C5. Cell line: NCI-H460. Synergy scores: CSS=55.3, Synergy_ZIP=9.28, Synergy_Bliss=7.47, Synergy_Loewe=-11.5, Synergy_HSA=8.64. (8) Drug 1: CCCS(=O)(=O)NC1=C(C(=C(C=C1)F)C(=O)C2=CNC3=C2C=C(C=N3)C4=CC=C(C=C4)Cl)F. Drug 2: CNC(=O)C1=CC=CC=C1SC2=CC3=C(C=C2)C(=NN3)C=CC4=CC=CC=N4. Cell line: HS 578T. Synergy scores: CSS=-6.66, Synergy_ZIP=8.70, Synergy_Bliss=5.49, Synergy_Loewe=-3.03, Synergy_HSA=-1.29. (9) Drug 1: CC12CCC3C(C1CCC2=O)CC(=C)C4=CC(=O)C=CC34C. Drug 2: C1C(C(OC1N2C=NC3=C(N=C(N=C32)Cl)N)CO)O. Cell line: MALME-3M. Synergy scores: CSS=53.3, Synergy_ZIP=1.80, Synergy_Bliss=4.47, Synergy_Loewe=-1.37, Synergy_HSA=3.08. (10) Drug 1: C1=CC=C(C(=C1)C(C2=CC=C(C=C2)Cl)C(Cl)Cl)Cl. Drug 2: C1CNP(=O)(OC1)N(CCCl)CCCl. Cell line: BT-549. Synergy scores: CSS=-0.138, Synergy_ZIP=-0.449, Synergy_Bliss=-1.14, Synergy_Loewe=-0.105, Synergy_HSA=-0.916.